Dataset: Reaction yield outcomes from USPTO patents with 853,638 reactions. Task: Predict the reaction yield, written as a fraction of the theoretical maximum amount of product (1.0 means a 100% yield; for example, 0.34 means a 34% yield). (1) The reactants are [CH3:1][C:2]1([CH3:12])[O:6][C@@H:5]([CH2:7][C:8]([OH:10])=[O:9])[C:4](=[O:11])[O:3]1.C(O)(=O)[C@H](CC(O)=O)O.N1C=CN=C1.[Si:27](Cl)([C:30]([CH3:33])([CH3:32])[CH3:31])([CH3:29])[CH3:28]. The catalyst is CN(C)C=O.C1(C)C=CC=CC=1. The product is [CH3:1][C:2]1([CH3:12])[O:6][CH:5]([CH2:7][C:8]([O:10][Si:27]([C:30]([CH3:33])([CH3:32])[CH3:31])([CH3:29])[CH3:28])=[O:9])[C:4](=[O:11])[O:3]1. The yield is 0.960. (2) The reactants are [CH3:1][O:2][C:3]([NH:5][C@H:6]([C:10]([N:12]1[CH2:16][C@@H:15]([CH3:17])[CH2:14][C@H:13]1[C:18]1[NH:19][C:20]([C:23]2[CH:28]=[C:27]3[CH2:29][O:30][C:31]4[CH:56]=[C:55]5[C:34]([CH:35]=[CH:36][C:37]6[N:41]=[C:40]([C@@H:42]7[CH2:46][C@H:45]([CH3:47])[CH2:44][N:43]7C(OC(C)(C)C)=O)[NH:39][C:38]=65)=[CH:33][C:32]=4[C:26]3=[CH:25][CH:24]=2)=[CH:21][N:22]=1)=[O:11])[CH:7]([CH3:9])[CH3:8])=[O:4].Cl.[CH3:58][O:59][C:60]([NH:62][C@H:63]([C:67]1[CH:72]=[CH:71][CH:70]=[CH:69][CH:68]=1)[C:64]([OH:66])=O)=[O:61].CCOC(C(C#N)=NOC(N1CCOCC1)=[N+](C)C)=O.F[P-](F)(F)(F)(F)F.CCN(C(C)C)C(C)C. The catalyst is C(Cl)Cl.CO.CCOC(C)=O.CN(C=O)C.CO. The product is [CH3:1][O:2][C:3](=[O:4])[NH:5][C@@H:6]([CH:7]([CH3:9])[CH3:8])[C:10]([N:12]1[CH2:16][C@@H:15]([CH3:17])[CH2:14][C@H:13]1[C:18]1[NH:19][C:20]([C:23]2[CH:28]=[C:27]3[CH2:29][O:30][C:31]4[CH:56]=[C:55]5[C:34]([CH:35]=[CH:36][C:37]6[N:41]=[C:40]([C@@H:42]7[CH2:46][C@H:45]([CH3:47])[CH2:44][N:43]7[C:64](=[O:66])[C@H:63]([NH:62][C:60]([O:59][CH3:58])=[O:61])[C:67]7[CH:72]=[CH:71][CH:70]=[CH:69][CH:68]=7)[NH:39][C:38]=65)=[CH:33][C:32]=4[C:26]3=[CH:25][CH:24]=2)=[CH:21][N:22]=1)=[O:11]. The yield is 0.530. (3) The reactants are C(OC([N:8]1[CH2:13][CH2:12][N:11]([CH2:14][C:15]2[C:23]3[O:22]/[C:21](=[CH:24]\[C:25]4[C:33]5[C:28](=[CH:29][C:30]([C:34]([O:36][CH3:37])=[O:35])=[CH:31][CH:32]=5)[NH:27][CH:26]=4)/[C:20](=[O:38])[C:19]=3[CH:18]=[CH:17][C:16]=2[OH:39])[CH2:10][CH2:9]1)=O)(C)(C)C.Cl. The yield is 0.430. The product is [OH:39][C:16]1[CH:17]=[CH:18][C:19]2[C:20](=[O:38])/[C:21](=[CH:24]/[C:25]3[C:33]4[C:28](=[CH:29][C:30]([C:34]([O:36][CH3:37])=[O:35])=[CH:31][CH:32]=4)[NH:27][CH:26]=3)/[O:22][C:23]=2[C:15]=1[CH2:14][N:11]1[CH2:12][CH2:13][NH:8][CH2:9][CH2:10]1. The catalyst is C(Cl)Cl.O1CCOCC1. (4) The reactants are [CH3:1][C:2]([C:4]1[CH:9]=[CH:8][CH:7]=[C:6]([Br:10])[CH:5]=1)=O.C[Si]([N:15]=[C:16]=[N:17][Si](C)(C)C)(C)C. The catalyst is C(Cl)Cl.[Ti](Cl)(Cl)(Cl)Cl. The product is [Br:10][C:6]1[CH:5]=[C:4]([C:2](=[N:17][C:16]#[N:15])[CH3:1])[CH:9]=[CH:8][CH:7]=1. The yield is 1.00. (5) No catalyst specified. The product is [CH3:29][O:5][CH2:6][C:7]1[CH:8]=[C:9]2[C:14](=[CH:15][CH:16]=1)[CH:13]([C:17]([O:19][CH2:20][CH3:21])=[O:18])[N:12]([C:22]([O:24][C:25]([CH3:28])([CH3:27])[CH3:26])=[O:23])[CH2:11][CH2:10]2. The yield is 0.400. The reactants are CS([O:5][CH2:6][C:7]1[CH:8]=[C:9]2[C:14](=[CH:15][CH:16]=1)[CH:13]([C:17]([O:19][CH2:20][CH3:21])=[O:18])[N:12]([C:22]([O:24][C:25]([CH3:28])([CH3:27])[CH3:26])=[O:23])[CH2:11][CH2:10]2)(=O)=O.[CH3:29]O. (6) The reactants are CC(C)=[O:3].C(=O)=O.C(OC[C@@H:17]([CH2:28][N:29]1[CH:34]=[CH:33][C:32]([NH2:35])=[N:31][C:30]1=[O:36])[C@H:18]([O:20][Si](C(C)(C)C)(C)C)[CH3:19])C1C=CC=CC=1.B(Cl)(Cl)Cl.C(Cl)Cl. The catalyst is ClCCl. The product is [NH2:35][C:32]1[CH:33]=[CH:34][N:29]([CH:28]([OH:3])[CH2:17][CH:18]([OH:20])[CH3:19])[C:30](=[O:36])[N:31]=1. The yield is 0.820. (7) The reactants are Cl[CH2:2][CH2:3][C:4]1[NH:5][C:6]([C:10]2[CH:11]=[C:12]([CH:29]=[CH:30][C:31]=2[CH3:32])[C:13]([N:15]2[CH2:20][CH2:19][CH:18]([C:21]3[CH:28]=[CH:27][C:24]([C:25]#[N:26])=[CH:23][CH:22]=3)[CH2:17][CH2:16]2)=[O:14])=[C:7]([CH3:9])[N:8]=1.[CH3:33][NH:34][CH3:35]. The catalyst is CCO. The product is [CH3:33][N:34]([CH3:35])[CH2:2][CH2:3][C:4]1[NH:5][C:6]([C:10]2[CH:11]=[C:12]([CH:29]=[CH:30][C:31]=2[CH3:32])[C:13]([N:15]2[CH2:20][CH2:19][CH:18]([C:21]3[CH:28]=[CH:27][C:24]([C:25]#[N:26])=[CH:23][CH:22]=3)[CH2:17][CH2:16]2)=[O:14])=[C:7]([CH3:9])[N:8]=1. The yield is 0.240.